Dataset: Reaction yield outcomes from USPTO patents with 853,638 reactions. Task: Predict the reaction yield, written as a fraction of the theoretical maximum amount of product (1.0 means a 100% yield; for example, 0.34 means a 34% yield). The reactants are O[CH:2]([C:6]1[CH:11]=[CH:10][C:9]([CH:12]([CH3:14])[CH3:13])=[CH:8][CH:7]=1)[C:3]([OH:5])=[O:4].[Br:15][C:16]1[CH:21]=[CH:20][C:19](O)=[CH:18][CH:17]=1. The catalyst is CO. The product is [Br:15][C:16]1[CH:17]=[CH:18][C:19]2[O:5][C:3](=[O:4])[CH:2]([C:6]3[CH:11]=[CH:10][C:9]([CH:12]([CH3:14])[CH3:13])=[CH:8][CH:7]=3)[C:20]=2[CH:21]=1. The yield is 0.300.